This data is from Full USPTO retrosynthesis dataset with 1.9M reactions from patents (1976-2016). The task is: Predict the reactants needed to synthesize the given product. Given the product [CH2:17]([N:7]1[CH2:8][C:9]([CH3:14])([CH3:15])[C:10](=[O:13])[N:11]([CH3:12])[C:5]2[CH:4]=[N:3][C:2]([Cl:1])=[N:16][C:6]1=2)[C:18]1[CH:23]=[CH:22][CH:21]=[CH:20][CH:19]=1, predict the reactants needed to synthesize it. The reactants are: [Cl:1][C:2]1[N:3]=[CH:4][C:5]2[N:11]([CH3:12])[C:10](=[O:13])[C:9]([CH3:15])([CH3:14])[CH2:8][NH:7][C:6]=2[N:16]=1.[CH2:17](Br)[C:18]1[CH:23]=[CH:22][CH:21]=[CH:20][CH:19]=1.[H-].[Na+].